From a dataset of Peptide-MHC class I binding affinity with 185,985 pairs from IEDB/IMGT. Regression. Given a peptide amino acid sequence and an MHC pseudo amino acid sequence, predict their binding affinity value. This is MHC class I binding data. (1) The peptide sequence is VQPWLMVDV. The MHC is HLA-B57:01 with pseudo-sequence HLA-B57:01. The binding affinity (normalized) is 0.0847. (2) The peptide sequence is PLALEGSLQ. The MHC is HLA-A11:01 with pseudo-sequence HLA-A11:01. The binding affinity (normalized) is 0.0276. (3) The MHC is HLA-A02:01 with pseudo-sequence HLA-A02:01. The peptide sequence is AVFGPLWIL. The binding affinity (normalized) is 0.484. (4) The peptide sequence is RRVRRRVLV. The MHC is HLA-A11:01 with pseudo-sequence HLA-A11:01. The binding affinity (normalized) is 0.213. (5) The peptide sequence is KSSSILARR. The MHC is HLA-A33:01 with pseudo-sequence HLA-A33:01. The binding affinity (normalized) is 0.244.